From a dataset of Reaction yield outcomes from USPTO patents with 853,638 reactions. Predict the reaction yield, written as a fraction of the theoretical maximum amount of product (1.0 means a 100% yield; for example, 0.34 means a 34% yield). (1) The reactants are S(Cl)(Cl)=O.[F:5][C:6]1[CH:14]=[CH:13][C:9]([C:10]([OH:12])=[O:11])=[C:8]([Br:15])[CH:7]=1.[CH3:16]O. No catalyst specified. The product is [CH3:16][O:11][C:10](=[O:12])[C:9]1[CH:13]=[CH:14][C:6]([F:5])=[CH:7][C:8]=1[Br:15]. The yield is 0.370. (2) The reactants are C([O:8][C:9]1[CH:10]=[C:11]([C:24]2[CH:29]=[CH:28][C:27]([C:30]#[N:31])=[CH:26][N:25]=2)[C:12]2[S:16][C:15]([NH:17][C:18]([NH:20][CH2:21][CH3:22])=[O:19])=[N:14][C:13]=2[CH:23]=1)C1C=CC=CC=1.CS(O)(=O)=O. The catalyst is ClCCl.C(OCC)(=O)C. The product is [C:30]([C:27]1[CH:28]=[CH:29][C:24]([C:11]2[C:12]3[S:16][C:15]([NH:17][C:18]([NH:20][CH2:21][CH3:22])=[O:19])=[N:14][C:13]=3[CH:23]=[C:9]([OH:8])[CH:10]=2)=[N:25][CH:26]=1)#[N:31]. The yield is 0.900.